Dataset: Peptide-MHC class I binding affinity with 185,985 pairs from IEDB/IMGT. Task: Regression. Given a peptide amino acid sequence and an MHC pseudo amino acid sequence, predict their binding affinity value. This is MHC class I binding data. The peptide sequence is WFLYVSQQI. The MHC is HLA-B15:17 with pseudo-sequence HLA-B15:17. The binding affinity (normalized) is 0.0847.